This data is from Reaction yield outcomes from USPTO patents with 853,638 reactions. The task is: Predict the reaction yield, written as a fraction of the theoretical maximum amount of product (1.0 means a 100% yield; for example, 0.34 means a 34% yield). The reactants are [N:1]1([CH2:7][C:8]2[CH:22]=[CH:21][C:11]3[NH:12][C:13]([C:15]4[C:19]([NH2:20])=[CH:18][NH:17][N:16]=4)=[N:14][C:10]=3[CH:9]=2)[CH2:6][CH2:5][O:4][CH2:3][CH2:2]1.[C:23](N1C=CN=C1)(N1C=CN=C1)=[O:24]. The catalyst is C1COCC1. The product is [N:1]1([CH2:7][C:8]2[CH:9]=[C:10]3[C:11](=[CH:21][CH:22]=2)[N:12]=[C:13]2[N:14]3[C:23](=[O:24])[NH:20][C:19]3[C:15]2=[N:16][NH:17][CH:18]=3)[CH2:6][CH2:5][O:4][CH2:3][CH2:2]1. The yield is 0.670.